This data is from Reaction yield outcomes from USPTO patents with 853,638 reactions. The task is: Predict the reaction yield, written as a fraction of the theoretical maximum amount of product (1.0 means a 100% yield; for example, 0.34 means a 34% yield). The reactants are [Cl:1][C:2]1[CH:3]=[C:4]([N:8]2[C:12]3[C:13](=[O:24])[N:14]([C:17]4[CH:22]=[CH:21][C:20](I)=[CH:19][CH:18]=4)[CH2:15][CH2:16][C:11]=3[C:10]([S:25]([CH3:28])(=[O:27])=[O:26])=[N:9]2)[CH:5]=[CH:6][CH:7]=1.[C:29](=[O:32])([O-])[O-].[K+].[K+].[N:35]1C2[C:39](=CC=[C:39]3C=2[N:35]=[CH:36][CH:37]=[CH:38]3)[CH:38]=[CH:37][CH:36]=1.[OH-].[NH4+]. The catalyst is ClCCl. The product is [Cl:1][C:2]1[CH:3]=[C:4]([N:8]2[C:12]3[C:13](=[O:24])[N:14]([C:17]4[CH:22]=[CH:21][C:20]([N:35]5[CH2:36][CH2:37][CH2:38][CH2:39][C:29]5=[O:32])=[CH:19][CH:18]=4)[CH2:15][CH2:16][C:11]=3[C:10]([S:25]([CH3:28])(=[O:27])=[O:26])=[N:9]2)[CH:5]=[CH:6][CH:7]=1. The yield is 0.450.